Task: Predict the product of the given reaction.. Dataset: Forward reaction prediction with 1.9M reactions from USPTO patents (1976-2016) (1) Given the reactants N(C(OC(C)C)=O)=NC(OC(C)C)=O.C1(P(C2C=CC=CC=2)C2C=CC=CC=2)C=CC=CC=1.[OH:34][C@H:35]1[CH2:54][N:38]2[CH2:39][C@@H:40]([C:50]([O:52][CH3:53])=[O:51])[N:41]([C:43]([O:45][C:46]([CH3:49])([CH3:48])[CH3:47])=[O:44])[CH2:42][C@H:37]2[CH2:36]1.[OH-].[Na+].Cl, predict the reaction product. The product is: [OH:34][C@@H:35]1[CH2:54][N:38]2[CH2:39][C@@H:40]([C:50]([O:52][CH3:53])=[O:51])[N:41]([C:43]([O:45][C:46]([CH3:48])([CH3:49])[CH3:47])=[O:44])[CH2:42][C@H:37]2[CH2:36]1. (2) Given the reactants [Br:1][C:2]1[CH:7]=[CH:6][C:5]([N+:8]([O-])=O)=[CH:4][C:3]=1[O:11][CH2:12][CH3:13].[H][H], predict the reaction product. The product is: [Br:1][C:2]1[CH:7]=[CH:6][C:5]([NH2:8])=[CH:4][C:3]=1[O:11][CH2:12][CH3:13]. (3) Given the reactants [Cl:1][C:2]1[CH:7]=[C:6]([Cl:8])[CH:5]=[C:4]([CH3:9])[C:3]=1[NH:10][C:11]([NH:13][C:14]1[C:15]([NH:24][CH2:25][CH2:26][OH:27])=[C:16]([CH:21]=[CH:22][CH:23]=1)[C:17]([O:19][CH3:20])=[O:18])=S.Cl.C(N=C=NCCCN(C)C)C.C(N(CC)CC)C.O, predict the reaction product. The product is: [Cl:1][C:2]1[CH:7]=[C:6]([Cl:8])[CH:5]=[C:4]([CH3:9])[C:3]=1[NH:10][C:11]1[N:24]([CH2:25][CH2:26][OH:27])[C:15]2[C:16]([C:17]([O:19][CH3:20])=[O:18])=[CH:21][CH:22]=[CH:23][C:14]=2[N:13]=1.